From a dataset of Forward reaction prediction with 1.9M reactions from USPTO patents (1976-2016). Predict the product of the given reaction. (1) The product is: [CH:25]([CH:13]1[CH2:14][CH2:15][C:16]2[N:17]=[C:18]([NH:21][C:22](=[O:24])[CH3:23])[S:19][C:20]=2[C:12]1=[O:11])=[O:26]. Given the reactants [Li+].C[Si]([N-][Si](C)(C)C)(C)C.[O:11]=[C:12]1[C:20]2[S:19][C:18]([NH:21][C:22](=[O:24])[CH3:23])=[N:17][C:16]=2[CH2:15][CH2:14][CH2:13]1.[CH:25](OC)=[O:26].Cl, predict the reaction product. (2) Given the reactants [CH3:1][O:2][CH:3]([C:13]1[CH:18]=[CH:17][CH:16]=[CH:15][CH:14]=1)[C:4]1[CH:12]=[CH:11][C:7]([C:8]([OH:10])=O)=[CH:6][CH:5]=1.ON1C2C=CC=CC=2N=N1.C(N(CC)CC)C.[NH2:36][CH2:37][C:38]1[C:39]([OH:46])=[N:40][C:41]([CH3:45])=[CH:42][C:43]=1[CH3:44], predict the reaction product. The product is: [OH:46][C:39]1[C:38]([CH2:37][NH:36][C:8](=[O:10])[C:7]2[CH:6]=[CH:5][C:4]([CH:3]([O:2][CH3:1])[C:13]3[CH:18]=[CH:17][CH:16]=[CH:15][CH:14]=3)=[CH:12][CH:11]=2)=[C:43]([CH3:44])[CH:42]=[C:41]([CH3:45])[N:40]=1.